This data is from Full USPTO retrosynthesis dataset with 1.9M reactions from patents (1976-2016). The task is: Predict the reactants needed to synthesize the given product. (1) Given the product [C:1]([N:8]1[CH2:13][CH2:12][N:11]([C:14]2[CH:15]=[CH:16][C:17]([O:18][CH2:23][C:24]3[CH:33]=[CH:32][C:27]([C:28]([O:30][CH3:31])=[O:29])=[CH:26][CH:25]=3)=[CH:19][CH:20]=2)[CH2:10][CH2:9]1)([O:3][C:4]([CH3:7])([CH3:6])[CH3:5])=[O:2], predict the reactants needed to synthesize it. The reactants are: [C:1]([N:8]1[CH2:13][CH2:12][N:11]([C:14]2[CH:20]=[CH:19][C:17]([O-:18])=[CH:16][CH:15]=2)[CH2:10][CH2:9]1)([O:3][C:4]([CH3:7])([CH3:6])[CH3:5])=[O:2].[Na+].Br[CH2:23][C:24]1[CH:33]=[CH:32][C:27]([C:28]([O:30][CH3:31])=[O:29])=[CH:26][CH:25]=1. (2) Given the product [C:20]1([C:14]2[S:11][C:10]([NH:9][C:7]3[CH:6]=[CH:5][CH:4]=[C:3]([CH2:2][OH:1])[N:8]=3)=[N:12][CH:15]=2)[CH:25]=[CH:24][CH:23]=[CH:22][CH:21]=1, predict the reactants needed to synthesize it. The reactants are: [OH:1][CH2:2][C:3]1[N:8]=[C:7]([NH:9][C:10]([NH2:12])=[S:11])[CH:6]=[CH:5][CH:4]=1.Br[CH:14]([C:20]1[CH:25]=[CH:24][CH:23]=[CH:22][CH:21]=1)[CH:15](OC)OC.Cl.C([O-])([O-])=O.[Na+].[Na+]. (3) Given the product [CH:13]1([C:11](=[O:12])[CH2:10][CH:19]2[O:4][CH2:1][CH2:2][O:3]2)[CH2:14][CH2:15]1, predict the reactants needed to synthesize it. The reactants are: [CH2:1]([OH:4])[CH2:2][OH:3].S(=O)(=O)(O)O.[CH3:10][C:11]([C:13]1(C=O)[CH2:15][CH2:14]1)=[O:12].[Na].[C:19](=O)([O-])O.[Na+].